Dataset: Peptide-MHC class I binding affinity with 185,985 pairs from IEDB/IMGT. Task: Regression. Given a peptide amino acid sequence and an MHC pseudo amino acid sequence, predict their binding affinity value. This is MHC class I binding data. The peptide sequence is HPYVFCALL. The MHC is HLA-A02:12 with pseudo-sequence HLA-A02:12. The binding affinity (normalized) is 0.0847.